Dataset: NCI-60 drug combinations with 297,098 pairs across 59 cell lines. Task: Regression. Given two drug SMILES strings and cell line genomic features, predict the synergy score measuring deviation from expected non-interaction effect. Drug 1: CC1=C(N=C(N=C1N)C(CC(=O)N)NCC(C(=O)N)N)C(=O)NC(C(C2=CN=CN2)OC3C(C(C(C(O3)CO)O)O)OC4C(C(C(C(O4)CO)O)OC(=O)N)O)C(=O)NC(C)C(C(C)C(=O)NC(C(C)O)C(=O)NCCC5=NC(=CS5)C6=NC(=CS6)C(=O)NCCC[S+](C)C)O. Drug 2: C1=NC2=C(N1)C(=S)N=CN2. Cell line: HCC-2998. Synergy scores: CSS=37.3, Synergy_ZIP=1.89, Synergy_Bliss=5.29, Synergy_Loewe=4.23, Synergy_HSA=5.78.